From a dataset of Catalyst prediction with 721,799 reactions and 888 catalyst types from USPTO. Predict which catalyst facilitates the given reaction. Reactant: [C:1]([C:4]1[C:34](=[O:35])[C@@:8]2([CH3:36])[C:9]3[C:15]([OH:16])=[CH:14][C:13]([O:17][CH3:18])=[C:12]([C:19]([NH:21][CH2:22][C:23]4[C:32]5[C:27](=[CH:28][CH:29]=[CH:30][CH:31]=5)[CH:26]=[CH:25][C:24]=4[CH3:33])=[O:20])[C:10]=3[O:11][C:7]2=[CH:6][C:5]=1[OH:37])(=O)[CH3:2].[CH3:38][NH2:39]. Product: [OH:16][C:15]1[C:9]2[C@:8]3([CH3:36])[C:34](=[O:35])[C:4](/[C:1](=[N:39]/[CH3:38])/[CH3:2])=[C:5]([OH:37])[CH:6]=[C:7]3[O:11][C:10]=2[C:12]([C:19]([NH:21][CH2:22][C:23]2[C:32]3[C:27](=[CH:28][CH:29]=[CH:30][CH:31]=3)[CH:26]=[CH:25][C:24]=2[CH3:33])=[O:20])=[C:13]([O:17][CH3:18])[CH:14]=1. The catalyst class is: 2.